Dataset: Full USPTO retrosynthesis dataset with 1.9M reactions from patents (1976-2016). Task: Predict the reactants needed to synthesize the given product. (1) Given the product [CH3:15][C:13]1[N:14]=[C:7]2[C:6]([NH:5][CH2:4][C:3]3[C:17]([CH3:21])=[CH:18][CH:19]=[CH:20][C:2]=3[O:1][CH2:27][CH2:26][OH:25])=[CH:11][CH:10]=[CH:9][N:8]2[C:12]=1[CH3:16], predict the reactants needed to synthesize it. The reactants are: [OH:1][C:2]1[CH:20]=[CH:19][CH:18]=[C:17]([CH3:21])[C:3]=1[CH2:4][NH:5][C:6]1[C:7]2[N:8]([C:12]([CH3:16])=[C:13]([CH3:15])[N:14]=2)[CH:9]=[CH:10][CH:11]=1.[H-].[Li+].C1(=O)O[CH2:27][CH2:26][O:25]1. (2) Given the product [F:12][C:6]1[CH:5]=[CH:4][C:3]([C:1]#[N:2])=[CH:8][C:7]=1[C:14]1[CH:19]=[N:18][C:17]([C:20]([F:23])([F:22])[F:21])=[CH:16][N:15]=1, predict the reactants needed to synthesize it. The reactants are: [C:1]([C:3]1[CH:4]=[CH:5][C:6]([F:12])=[C:7](B(O)O)[CH:8]=1)#[N:2].Cl[C:14]1[CH:19]=[N:18][C:17]([C:20]([F:23])([F:22])[F:21])=[CH:16][N:15]=1.C(=O)([O-])[O-].[K+].[K+].